From a dataset of Forward reaction prediction with 1.9M reactions from USPTO patents (1976-2016). Predict the product of the given reaction. (1) Given the reactants Cl.[NH2:2][CH2:3][CH2:4][CH2:5][CH2:6][C:7]([OH:9])=[O:8].C(=O)([O-])[O-].[K+].[K+].Cl[C:17]([O:19][CH3:20])=[O:18].Cl, predict the reaction product. The product is: [CH3:20][O:19][C:17]([NH:2][CH2:3][CH2:4][CH2:5][CH2:6][C:7]([OH:9])=[O:8])=[O:18]. (2) Given the reactants [Cl:1][C:2]1[CH:7]=[CH:6][C:5]([C:8]2[CH2:12][C:11]([C:17]3[CH:30]=[CH:29][C:20]([NH:21]C(=O)OC(C)(C)C)=[C:19]([CH3:31])[CH:18]=3)([C:13]([F:16])([F:15])[F:14])[N:10]([CH3:32])[N:9]=2)=[CH:4][CH:3]=1.FC(F)(F)C(O)=O, predict the reaction product. The product is: [Cl:1][C:2]1[CH:3]=[CH:4][C:5]([C:8]2[CH2:12][C:11]([C:17]3[CH:30]=[CH:29][C:20]([NH2:21])=[C:19]([CH3:31])[CH:18]=3)([C:13]([F:15])([F:16])[F:14])[N:10]([CH3:32])[N:9]=2)=[CH:6][CH:7]=1. (3) Given the reactants [CH3:1][C:2]1[CH:7]=[C:6]([CH3:8])[NH:5][C:4](=[O:9])[C:3]=1[CH2:10][NH:11][C:12]([C:14]1[C:15]([CH3:35])=[C:16]([CH:19]([OH:34])[C@H:20]2[CH2:25][CH2:24][C@H:23]([NH:26]C(=O)OC(C)(C)C)[CH2:22][CH2:21]2)[S:17][CH:18]=1)=[O:13].O1CCOCC1.[ClH:42], predict the reaction product. The product is: [ClH:42].[NH2:26][C@H:23]1[CH2:22][CH2:21][C@H:20]([CH:19]([OH:34])[C:16]2[S:17][CH:18]=[C:14]([C:12]([NH:11][CH2:10][C:3]3[C:4](=[O:9])[NH:5][C:6]([CH3:8])=[CH:7][C:2]=3[CH3:1])=[O:13])[C:15]=2[CH3:35])[CH2:25][CH2:24]1. (4) Given the reactants C(OC([N:8]1[CH2:13][CH2:12][N:11]([C:14]2[CH:19]=[CH:18][C:17]([O:20][CH2:21][C:22]3[CH:27]=[CH:26][CH:25]=[CH:24][CH:23]=3)=[CH:16][CH:15]=2)[CH2:10][CH2:9]1)=O)(C)(C)C.[ClH:28], predict the reaction product. The product is: [ClH:28].[CH2:21]([O:20][C:17]1[CH:18]=[CH:19][C:14]([N:11]2[CH2:12][CH2:13][NH:8][CH2:9][CH2:10]2)=[CH:15][CH:16]=1)[C:22]1[CH:27]=[CH:26][CH:25]=[CH:24][CH:23]=1. (5) Given the reactants [OH:1][N:2]=[C:3]([C:12]#[N:13])[C:4]1[CH:9]=[CH:8][C:7]([S:10][CH3:11])=[CH:6][CH:5]=1.C(N(CC)CC)C.[CH3:21][CH:22]([S:24](Cl)(=[O:26])=[O:25])[CH3:23], predict the reaction product. The product is: [CH3:21][CH:22]([S:24]([O:1][N:2]=[C:3]([C:12]#[N:13])[C:4]1[CH:5]=[CH:6][C:7]([S:10][CH3:11])=[CH:8][CH:9]=1)(=[O:26])=[O:25])[CH3:23].